Task: Predict the product of the given reaction.. Dataset: Forward reaction prediction with 1.9M reactions from USPTO patents (1976-2016) (1) Given the reactants [CH:1]1([C:5]2[C:10]([OH:11])=[C:9]([F:12])[C:8]([C:13]3[CH:22]=[N:21][C:20]4[NH:19][CH2:18][CH2:17][O:16][C:15]=4[CH:14]=3)=[CH:7][CH:6]=2)[CH2:4][CH2:3][CH2:2]1.Br[CH2:24][C:25]1[CH:26]=[C:27]([CH:31]=[CH:32][CH:33]=1)[C:28]([NH2:30])=[O:29], predict the reaction product. The product is: [CH:1]1([C:5]2[C:10]([O:11][CH2:24][C:25]3[CH:26]=[C:27]([CH:31]=[CH:32][CH:33]=3)[C:28]([NH2:30])=[O:29])=[C:9]([F:12])[C:8]([C:13]3[CH:22]=[N:21][C:20]4[NH:19][CH2:18][CH2:17][O:16][C:15]=4[CH:14]=3)=[CH:7][CH:6]=2)[CH2:2][CH2:3][CH2:4]1. (2) Given the reactants [Cl:1][C:2]1[CH:3]=[C:4]2[C:8](=[CH:9][CH:10]=1)[N:7]([CH2:11][C:12]([O:14]C(C)(C)C)=[O:13])[C:6](=[O:19])[C:5]12[C:23](=[O:24])[NH:22][C:21](=[O:25])[N:20]1[CH3:26].Br[CH2:28][C:29]1[C:30]([C:35]2[CH:40]=[CH:39][CH:38]=[CH:37][CH:36]=2)=[N:31][O:32][C:33]=1[CH3:34], predict the reaction product. The product is: [Cl:1][C:2]1[CH:3]=[C:4]2[C:8](=[CH:9][CH:10]=1)[N:7]([CH2:11][C:12]([OH:14])=[O:13])[C:6](=[O:19])[C:5]12[C:23](=[O:24])[N:22]([CH2:28][C:29]2[C:30]([C:35]3[CH:40]=[CH:39][CH:38]=[CH:37][CH:36]=3)=[N:31][O:32][C:33]=2[CH3:34])[C:21](=[O:25])[N:20]1[CH3:26]. (3) Given the reactants [CH:1]1[C:10]2[C:5](=[C:6]([NH:11][CH:12]3[CH2:17][CH2:16][N:15](C(OC(C)(C)C)=O)[CH2:14][CH2:13]3)[CH:7]=[CH:8][CH:9]=2)[CH:4]=[CH:3][N:2]=1.[ClH:25].CO, predict the reaction product. The product is: [ClH:25].[CH:1]1[C:10]2[C:5](=[C:6]([NH:11][CH:12]3[CH2:17][CH2:16][NH:15][CH2:14][CH2:13]3)[CH:7]=[CH:8][CH:9]=2)[CH:4]=[CH:3][N:2]=1.